Dataset: Forward reaction prediction with 1.9M reactions from USPTO patents (1976-2016). Task: Predict the product of the given reaction. (1) Given the reactants C(Cl)CCl.[NH2:5][C:6]1[N:11]=[CH:10][C:9](/[CH:12]=[CH:13]/[C:14]([OH:16])=O)=[CH:8][CH:7]=1.[CH3:17][NH:18][CH2:19][C:20]1[NH:21][C:22]2[C:27]([C:28]=1[C:29]#[N:30])=[CH:26][CH:25]=[CH:24][CH:23]=2.C1C=CC2N(O)N=NC=2C=1.CCN(C(C)C)C(C)C, predict the reaction product. The product is: [NH2:5][C:6]1[N:11]=[CH:10][C:9]([CH:12]=[CH:13][C:14]([N:18]([CH2:19][C:20]2[NH:21][C:22]3[C:27]([C:28]=2[C:29]#[N:30])=[CH:26][CH:25]=[CH:24][CH:23]=3)[CH3:17])=[O:16])=[CH:8][CH:7]=1. (2) Given the reactants Cl[C:2]12[C:20](=[O:21])[C:19]3[C:14](=[CH:15][CH:16]=[CH:17][CH:18]=3)[C:3]1([OH:22])[O:4][C:5]1[C:10]2=[CH:9][CH:8]=[C:7]([CH:11]([CH3:13])[CH3:12])[CH:6]=1.[NH3:23].C(O)(C)C, predict the reaction product. The product is: [NH2:23][C:2]12[C:20](=[O:21])[C:19]3[C:14](=[CH:15][CH:16]=[CH:17][CH:18]=3)[C:3]1([OH:22])[O:4][C:5]1[C:10]2=[CH:9][CH:8]=[C:7]([CH:11]([CH3:13])[CH3:12])[CH:6]=1. (3) The product is: [OH:3][CH2:2][CH2:1][NH:9][C:10]1[CH:11]=[CH:12][C:13]([CH:16]([CH3:21])[C:17]([O:19][CH2:20][CH3:23])=[O:18])=[CH:14][CH:15]=1. Given the reactants [CH2:1]1OC(O)C[O:3][CH:2]1O.[NH2:9][C:10]1[CH:15]=[CH:14][C:13]([CH:16]([CH3:21])[C:17]([O:19][CH3:20])=[O:18])=[CH:12][CH:11]=1.[BH3-][C:23]#N.[Na+], predict the reaction product. (4) Given the reactants [NH2:1][CH:2]([C:7]1[CH:12]=[CH:11][C:10]([C:13]#[N:14])=[C:9]([F:15])[CH:8]=1)[CH2:3][C:4]([OH:6])=[O:5].S(Cl)(Cl)=O.[CH3:20]O, predict the reaction product. The product is: [CH3:20][O:5][C:4](=[O:6])[CH2:3][CH:2]([NH2:1])[C:7]1[CH:12]=[CH:11][C:10]([C:13]#[N:14])=[C:9]([F:15])[CH:8]=1. (5) Given the reactants Br[C:2]1[CH:7]=[CH:6][C:5]([C:8]([N:10]2[CH2:15][CH2:14][N:13]([C:16]3[C:21]([CH3:22])=[CH:20][C:19]([CH3:23])=[CH:18][N:17]=3)[CH2:12][CH2:11]2)=[O:9])=[C:4]([N:24]2[CH2:28][CH2:27][CH2:26][S:25]2(=[O:30])=[O:29])[CH:3]=1.C([N:34]1[CH2:38][CH2:37][NH:36][C:35]1=[O:39])(=O)C, predict the reaction product. The product is: [CH3:22][C:21]1[C:16]([N:13]2[CH2:14][CH2:15][N:10]([C:8]([C:5]3[CH:6]=[CH:7][C:2]([N:34]4[CH2:38][CH2:37][NH:36][C:35]4=[O:39])=[CH:3][C:4]=3[N:24]3[CH2:28][CH2:27][CH2:26][S:25]3(=[O:30])=[O:29])=[O:9])[CH2:11][CH2:12]2)=[N:17][CH:18]=[C:19]([CH3:23])[CH:20]=1. (6) The product is: [N+:1]([C:4]1[N:5]([CH2:18][CH:17]([OH:19])[CH2:15][Cl:16])[CH:6]=[CH:7][N:8]=1)([O-:3])=[O:2]. Given the reactants [N+:1]([C:4]1[NH:5][CH:6]=[CH:7][N:8]=1)([O-:3])=[O:2].C(=O)([O-])[O-].[K+].[K+].[CH2:15]([CH:17]1[O:19][CH2:18]1)[Cl:16], predict the reaction product. (7) Given the reactants C(O[C:6]([N:8]([CH2:10][C:11]1[CH:16]=[C:15]([NH:17]C(OC(C)(C)C)=O)[CH:14]=[CH:13][C:12]=1[C:25]1([C:28]([O:30][CH2:31][CH3:32])=[O:29])[CH2:27][CH2:26]1)C)=O)(C)(C)C.[ClH:33], predict the reaction product. The product is: [ClH:33].[NH2:17][C:15]1[CH:14]=[CH:13][C:12]([C:25]2([C:28]([O:30][CH2:31][CH3:32])=[O:29])[CH2:27][CH2:26]2)=[C:11]([CH2:10][NH:8][CH3:6])[CH:16]=1.